This data is from Reaction yield outcomes from USPTO patents with 853,638 reactions. The task is: Predict the reaction yield, written as a fraction of the theoretical maximum amount of product (1.0 means a 100% yield; for example, 0.34 means a 34% yield). (1) The reactants are [CH3:1][CH:2]([OH:14])[CH2:3][CH2:4][CH2:5][CH2:6][CH2:7][CH2:8][CH2:9][CH2:10][CH2:11][CH2:12][CH3:13].C(N(CC)CC)C.[Br:22][C:23](C)([CH3:27])[C:24](Br)=[O:25]. The catalyst is C1(C)C=CC=CC=1. The product is [Br:22][CH:23]([CH3:27])[C:24]([O:14][CH:2]([CH2:3][CH2:4][CH2:5][CH2:6][CH2:7][CH2:8][CH2:9][CH2:10][CH2:11][CH2:12][CH3:13])[CH3:1])=[O:25]. The yield is 0.960. (2) The reactants are Br[C:2]1[S:6][C:5]([C:7]([NH2:9])=[O:8])=[CH:4][CH:3]=1.[B:10]1([B:10]2[O:14][C:13]([CH3:16])([CH3:15])[C:12]([CH3:18])([CH3:17])[O:11]2)[O:14][C:13]([CH3:16])([CH3:15])[C:12]([CH3:18])([CH3:17])[O:11]1.CC([O-])=O.[K+]. The catalyst is O1CCOCC1. The product is [CH3:17][C:12]1([CH3:18])[C:13]([CH3:16])([CH3:15])[O:14][B:10]([C:2]2[S:6][C:5]([C:7]([NH2:9])=[O:8])=[CH:4][CH:3]=2)[O:11]1. The yield is 0.680. (3) The reactants are [CH2:1]([O:4][C@H:5]1[CH2:10][CH2:9][C@H:8]([N:11]2[CH2:16][CH2:15][CH:14]([NH:17]C(=O)OC(C)(C)C)[CH2:13][CH2:12]2)[CH2:7][CH2:6]1)[CH2:2][CH3:3].[ClH:25]. The catalyst is C(OCC)C. The product is [ClH:25].[ClH:25].[CH2:1]([O:4][C@H:5]1[CH2:6][CH2:7][C@H:8]([N:11]2[CH2:12][CH2:13][CH:14]([NH2:17])[CH2:15][CH2:16]2)[CH2:9][CH2:10]1)[CH2:2][CH3:3]. The yield is 0.810. (4) The reactants are [Br:1][C:2]1[CH:3]=[C:4]([C:8]2[CH:9]([CH2:14][OH:15])[CH2:10][O:11][CH2:12][CH:13]=2)[CH:5]=[CH:6][CH:7]=1.C(N(CC)CC)C.[CH3:23][S:24](Cl)(=[O:26])=[O:25]. The catalyst is C(Cl)Cl.O. The product is [CH3:23][S:24]([O:15][CH2:14][CH:9]1[C:8]([C:4]2[CH:5]=[CH:6][CH:7]=[C:2]([Br:1])[CH:3]=2)=[CH:13][CH2:12][O:11][CH2:10]1)(=[O:26])=[O:25]. The yield is 0.970. (5) The reactants are [CH3:1][C@@H:2]([CH2:14][CH2:15][CH:16]=[C:17]([CH3:19])[CH3:18])[CH2:3][CH2:4][C:5]1[CH:10]=[CH:9][C:8](B(O)O)=[CH:7][CH:6]=1.I[C:21]1[CH:27]=[CH:26][C:24]([NH2:25])=[CH:23][CH:22]=1. No catalyst specified. The product is [CH3:1][C@@H:2]([CH2:14][CH2:15][CH:16]=[C:17]([CH3:19])[CH3:18])[CH2:3][CH2:4][C:5]1[CH:10]=[CH:9][C:8]([C:21]2[CH:27]=[CH:26][C:24]([NH2:25])=[CH:23][CH:22]=2)=[CH:7][CH:6]=1. The yield is 0.674. (6) The product is [C:1]1([O:11][CH2:12][C:13]([NH:15][C@H:16]([C:20]([NH:22][CH:23]([C:32](=[O:35])[CH2:33][F:34])[CH2:24][C:25]([O:27][C:28]([CH3:29])([CH3:31])[CH3:30])=[O:26])=[O:21])[CH:17]([CH3:18])[CH3:19])=[O:14])[C:10]2[C:5](=[CH:6][CH:7]=[CH:8][CH:9]=2)[CH:4]=[CH:3][CH:2]=1. The catalyst is C(Cl)Cl.[Ru]([O-])(=O)(=O)=O.C([N+](CCC)(CCC)CCC)CC. The yield is 0.400. The reactants are [C:1]1([O:11][CH2:12][C:13]([NH:15][C@H:16]([C:20]([NH:22][CH:23]([CH:32]([OH:35])[CH2:33][F:34])[CH2:24][C:25]([O:27][C:28]([CH3:31])([CH3:30])[CH3:29])=[O:26])=[O:21])[CH:17]([CH3:19])[CH3:18])=[O:14])[C:10]2[C:5](=[CH:6][CH:7]=[CH:8][CH:9]=2)[CH:4]=[CH:3][CH:2]=1.C[N+]1([O-])CCOCC1.